From a dataset of Forward reaction prediction with 1.9M reactions from USPTO patents (1976-2016). Predict the product of the given reaction. (1) Given the reactants [Cl:1][C:2]1[C:9]([O:10][CH2:11][F:12])=[CH:8][CH:7]=[C:6]([F:13])[C:3]=1[CH:4]=O.[N+:14]([C:16]1[CH:25]=[CH:24][C:19]2[O:20][CH2:21][CH2:22][O:23][C:18]=2[CH:17]=1)#[C-:15].[CH3:26][O:27][C:28]1[CH:29]=[CH:30][C:31]([NH2:34])=[N:32][CH:33]=1.[Br-].C([N+]1C=CN(C)C=1)CCC, predict the reaction product. The product is: [Cl:1][C:2]1[C:9]([O:10][CH2:11][F:12])=[CH:8][CH:7]=[C:6]([F:13])[C:3]=1[C:4]1[N:34]=[C:31]2[CH:30]=[CH:29][C:28]([O:27][CH3:26])=[CH:33][N:32]2[C:15]=1[NH:14][C:16]1[CH:25]=[CH:24][C:19]2[O:20][CH2:21][CH2:22][O:23][C:18]=2[CH:17]=1. (2) Given the reactants N1C=CC=CC=1C([O:9][C@@H:10]([C@H:30]1[O:34][N:33]=[C:32]([C:35]#[CH:36])[CH2:31]1)[CH2:11][O:12][Si:13]([C:26]([CH3:29])([CH3:28])[CH3:27])([C:20]1[CH:25]=[CH:24][CH:23]=[CH:22][CH:21]=1)[C:14]1[CH:19]=[CH:18][CH:17]=[CH:16][CH:15]=1)=O.C1(C)C=CC=CC=1.CO, predict the reaction product. The product is: [Si:13]([O:12][CH2:11][C@H:10]([C@H:30]1[O:34][N:33]=[C:32]([C:35]#[CH:36])[CH2:31]1)[OH:9])([C:26]([CH3:29])([CH3:28])[CH3:27])([C:20]1[CH:25]=[CH:24][CH:23]=[CH:22][CH:21]=1)[C:14]1[CH:19]=[CH:18][CH:17]=[CH:16][CH:15]=1. (3) Given the reactants Br[C:2]1[CH:11]=[C:10]2[C:5]([CH:6]=[CH:7][C:8]([C:12]([NH:14][C:15]3[CH:16]=[N:17][CH:18]=[CH:19][C:20]=3[N:21]3[CH2:26][C@H:25]([CH:27]4[CH2:29][CH2:28]4)[C@@H:24]([O:30][Si](C(C)(C)C)(C)C)[C@H:23]([NH:38]C(=O)OC(C)(C)C)[CH2:22]3)=[O:13])=[N:9]2)=[N:4][CH:3]=1.[O:46]1[C:50]2([CH2:55][CH2:54][NH:53][CH2:52][CH2:51]2)[CH2:49][CH2:48][CH2:47]1, predict the reaction product. The product is: [NH2:38][C@H:23]1[C@H:24]([OH:30])[C@@H:25]([CH:27]2[CH2:28][CH2:29]2)[CH2:26][N:21]([C:20]2[CH:19]=[CH:18][N:17]=[CH:16][C:15]=2[NH:14][C:12]([C:8]2[CH:7]=[CH:6][C:5]3[C:10](=[CH:11][C:2]([N:53]4[CH2:54][CH2:55][C:50]5([O:46][CH2:47][CH2:48][CH2:49]5)[CH2:51][CH2:52]4)=[CH:3][N:4]=3)[N:9]=2)=[O:13])[CH2:22]1. (4) Given the reactants C1COCC1.[I:6][C:7]1[CH:13]=[C:12]([Br:14])[CH:11]=[CH:10][C:8]=1[NH2:9].[F:15][C:16]([F:27])([F:26])[C:17]1[CH:18]=[C:19]([N:23]=[C:24]=[O:25])[CH:20]=[CH:21][CH:22]=1, predict the reaction product. The product is: [I:6][C:7]1[CH:13]=[C:12]([Br:14])[CH:11]=[CH:10][C:8]=1[NH:9][C:24]([NH:23][C:19]1[CH:20]=[CH:21][CH:22]=[C:17]([C:16]([F:15])([F:26])[F:27])[CH:18]=1)=[O:25]. (5) Given the reactants [C:1]([O:5][CH:6]1[CH:10]2[CH:11]=[CH:12][CH:7]1[CH:8]=[CH:9]2)(C)(C)[CH3:2].C(OC(=O)C)(=[O:15])C.C(O)(=O)C.Cl(O)(=O)(=O)=O, predict the reaction product. The product is: [C:1]([O:5][CH:6]1[CH:10]2[CH:11]=[CH:12][CH:7]1[CH:8]=[CH:9]2)(=[O:15])[CH3:2]. (6) Given the reactants [CH:1]1([C@@H:4]2[O:9][CH2:8][C@@:7]([NH:18][C:19]([NH:21][C:22](=[O:29])[C:23]3[CH:28]=[CH:27][CH:26]=[CH:25][CH:24]=3)=[S:20])([C:10]3[CH:15]=[CH:14][C:13]([F:16])=[CH:12][C:11]=3[F:17])[C@H:6]([CH2:30]O)[CH2:5]2)[CH2:3][CH2:2]1.C(OC[C@@H]1OC[C@]2(C3C=CC(F)=CC=3F)N=C(NC(=O)C3C=CC=CC=3)SC[C@@H]2C1)C1C=CC=CC=1, predict the reaction product. The product is: [CH:1]1([C@@H:4]2[O:9][CH2:8][C@:7]3([C:10]4[CH:15]=[CH:14][C:13]([F:16])=[CH:12][C:11]=4[F:17])[N:18]=[C:19]([NH:21][C:22](=[O:29])[C:23]4[CH:24]=[CH:25][CH:26]=[CH:27][CH:28]=4)[S:20][CH2:30][C@@H:6]3[CH2:5]2)[CH2:2][CH2:3]1. (7) Given the reactants Br[C:2]1[C:6]([CH3:7])=[C:5]([NH:8][C:9]([NH:11][C@H:12]2[C@H:16]([C:17]3[CH:22]=[CH:21][C:20]([F:23])=[C:19]([F:24])[CH:18]=3)[CH2:15][N:14]([CH2:25][CH2:26][O:27][CH3:28])[CH2:13]2)=[O:10])[N:4]([C:29]2[CH:34]=[CH:33][CH:32]=[CH:31][CH:30]=2)[N:3]=1.[CH:35]([N:38]1[CH:42]=[C:41](B2OC(C)(C)C(C)(C)O2)[CH:40]=[N:39]1)([CH3:37])[CH3:36].C1(P(C2CCCCC2)C2CCCCC2)CCCCC1.[O-]P([O-])([O-])=O.[K+].[K+].[K+], predict the reaction product. The product is: [F:24][C:19]1[CH:18]=[C:17]([C@@H:16]2[CH2:15][N:14]([CH2:25][CH2:26][O:27][CH3:28])[CH2:13][C@H:12]2[NH:11][C:9]([NH:8][C:5]2[N:4]([C:29]3[CH:34]=[CH:33][CH:32]=[CH:31][CH:30]=3)[N:3]=[C:2]([C:41]3[CH:40]=[N:39][N:38]([CH:35]([CH3:37])[CH3:36])[CH:42]=3)[C:6]=2[CH3:7])=[O:10])[CH:22]=[CH:21][C:20]=1[F:23]. (8) The product is: [C:8]1([N:7]([C:1]2[CH:2]=[CH:3][CH:4]=[CH:5][CH:6]=2)[C:15]2[CH:23]=[CH:22][CH:21]=[CH:20][C:16]=2[C:17]([OH:19])=[O:18])[CH:9]=[CH:10][CH:11]=[CH:12][CH:13]=1. Given the reactants [C:1]1([NH:7][C:8]2[CH:13]=[CH:12][CH:11]=[CH:10][CH:9]=2)[CH:6]=[CH:5][CH:4]=[CH:3][CH:2]=1.F[C:15]1[CH:23]=[CH:22][CH:21]=[CH:20][C:16]=1[C:17]([OH:19])=[O:18].[NH2-].[Li+], predict the reaction product.